This data is from Forward reaction prediction with 1.9M reactions from USPTO patents (1976-2016). The task is: Predict the product of the given reaction. (1) Given the reactants [C:1]([O:5][C:6](=[O:22])[NH:7][C:8]1[CH:13]=[C:12](F)[C:11]([C:15]([F:18])([F:17])[F:16])=[CH:10][C:9]=1[N+:19]([O-:21])=[O:20])([CH3:4])([CH3:3])[CH3:2].[NH:23]1[CH2:28][CH2:27][O:26][CH2:25][CH2:24]1, predict the reaction product. The product is: [C:1]([O:5][C:6](=[O:22])[NH:7][C:8]1[CH:13]=[C:12]([N:23]2[CH2:28][CH2:27][O:26][CH2:25][CH2:24]2)[C:11]([C:15]([F:18])([F:17])[F:16])=[CH:10][C:9]=1[N+:19]([O-:21])=[O:20])([CH3:4])([CH3:3])[CH3:2]. (2) The product is: [O:23]1[CH2:24][CH2:25][N:20]([CH2:19][CH2:18][S:7][C:8]2[CH:13]=[CH:12][C:11]([CH2:14][OH:15])=[CH:10][CH:9]=2)[CH2:21][CH2:22]1. Given the reactants C(=O)([O-])[O-].[K+].[K+].[SH:7][C:8]1[CH:13]=[CH:12][C:11]([CH2:14][OH:15])=[CH:10][CH:9]=1.Cl.Cl[CH2:18][CH2:19][N:20]1[CH2:25][CH2:24][O:23][CH2:22][CH2:21]1, predict the reaction product.